The task is: Regression. Given a peptide amino acid sequence and an MHC pseudo amino acid sequence, predict their binding affinity value. This is MHC class II binding data.. This data is from Peptide-MHC class II binding affinity with 134,281 pairs from IEDB. (1) The peptide sequence is PKYVKSTKLRLATG. The MHC is DRB1_0701 with pseudo-sequence DRB1_0701. The binding affinity (normalized) is 0. (2) The peptide sequence is VQKGSDPKKLVLNIK. The MHC is DRB3_0101 with pseudo-sequence DRB3_0101. The binding affinity (normalized) is 0.